This data is from Peptide-MHC class I binding affinity with 185,985 pairs from IEDB/IMGT. The task is: Regression. Given a peptide amino acid sequence and an MHC pseudo amino acid sequence, predict their binding affinity value. This is MHC class I binding data. (1) The peptide sequence is RVYEALYYV. The MHC is HLA-C08:02 with pseudo-sequence HLA-C08:02. The binding affinity (normalized) is 0.0847. (2) The MHC is HLA-A01:01 with pseudo-sequence HLA-A01:01. The peptide sequence is FRNLAYGRTCVLGK. The binding affinity (normalized) is 0. (3) The peptide sequence is VPRVHNQPQ. The MHC is HLA-B15:01 with pseudo-sequence HLA-B15:01. The binding affinity (normalized) is 0.0847. (4) The peptide sequence is MPASWVMRI. The MHC is HLA-B54:01 with pseudo-sequence HLA-B54:01. The binding affinity (normalized) is 0.680. (5) The peptide sequence is MPRLSRNAA. The MHC is HLA-B57:01 with pseudo-sequence HLA-B57:01. The binding affinity (normalized) is 0.0847. (6) The peptide sequence is GFCIPSRSK. The MHC is HLA-A33:01 with pseudo-sequence HLA-A33:01. The binding affinity (normalized) is 0. (7) The binding affinity (normalized) is 0.0847. The peptide sequence is IFDDLQGSL. The MHC is HLA-B18:01 with pseudo-sequence HLA-B18:01.